This data is from Full USPTO retrosynthesis dataset with 1.9M reactions from patents (1976-2016). The task is: Predict the reactants needed to synthesize the given product. (1) Given the product [C:1]1([CH2:7][CH2:8][CH2:9][NH:10][C:11]([C:13]2[S:17][C:16]([N:18]3[CH2:25][C:24]4[CH2:23][N:22]([C:36](=[O:37])[C:35]5[CH:39]=[C:40]([O:43][CH3:44])[CH:41]=[CH:42][C:34]=5[Br:33])[CH2:21][C:20]=4[CH2:19]3)=[N:15][CH:14]=2)=[O:12])[CH:6]=[CH:5][CH:4]=[CH:3][CH:2]=1, predict the reactants needed to synthesize it. The reactants are: [C:1]1([CH2:7][CH2:8][CH2:9][NH:10][C:11]([C:13]2[S:17][C:16]([N:18]3[CH2:25][C:24]4[CH2:23][NH:22][CH2:21][C:20]=4[CH2:19]3)=[N:15][CH:14]=2)=[O:12])[CH:6]=[CH:5][CH:4]=[CH:3][CH:2]=1.FC(F)(F)C([O-])=O.[Br:33][C:34]1[CH:42]=[CH:41][C:40]([O:43][CH3:44])=[CH:39][C:35]=1[C:36](O)=[O:37].CN(C(ON1N=NC2C=CC=NC1=2)=[N+](C)C)C.F[P-](F)(F)(F)(F)F. (2) Given the product [C:1]([O:5][C:6]([NH:8][C@H:9]([C:13]([O:15][CH2:16][CH:17]([CH2:19][O:20][C:33](=[O:34])[C@H:29]([CH:30]([CH3:31])[CH3:32])[NH:28][C:21]([O:23][C:24]([CH3:25])([CH3:26])[CH3:27])=[O:22])[OH:18])=[O:14])[CH:10]([CH3:11])[CH3:12])=[O:7])([CH3:2])([CH3:4])[CH3:3], predict the reactants needed to synthesize it. The reactants are: [C:1]([O:5][C:6]([NH:8][C@H:9]([C:13]([O:15][CH2:16][CH:17]([CH2:19][OH:20])[OH:18])=[O:14])[CH:10]([CH3:12])[CH3:11])=[O:7])([CH3:4])([CH3:3])[CH3:2].[C:21]([NH:28][C@H:29]([C:33](O)=[O:34])[CH:30]([CH3:32])[CH3:31])([O:23][C:24]([CH3:27])([CH3:26])[CH3:25])=[O:22].C1CCC(N=C=NC2CCCCC2)CC1. (3) Given the product [C:1]1([N:7]2[CH2:8][CH2:9][N:10]([CH2:13][C:14]([NH:19][NH2:20])=[O:16])[CH2:11][CH2:12]2)[CH:2]=[CH:3][CH:4]=[CH:5][CH:6]=1, predict the reactants needed to synthesize it. The reactants are: [C:1]1([N:7]2[CH2:12][CH2:11][N:10]([CH2:13][C:14]([O:16]CC)=O)[CH2:9][CH2:8]2)[CH:6]=[CH:5][CH:4]=[CH:3][CH:2]=1.[NH2:19][NH2:20]. (4) Given the product [NH2:8][CH2:9][C:10]([NH:52][C@@H:51]([C:53]([OH:55])=[O:54])[CH2:50][CH:44]1[CH2:49][CH2:48][CH2:47][CH2:46][CH2:45]1)=[O:11], predict the reactants needed to synthesize it. The reactants are: C(OC([NH:8][CH2:9][C:10](O)=[O:11])=O)(C)(C)C.CCN(C(C)C)C(C)C.CN(C(ON1N=NC2C=CC=CC1=2)=[N+](C)C)C.[B-](F)(F)(F)F.[CH:44]1([CH2:50][C@H:51]([C:53]([OH:55])=[O:54])[NH2:52])[CH2:49][CH2:48][CH2:47][CH2:46][CH2:45]1.